This data is from Catalyst prediction with 721,799 reactions and 888 catalyst types from USPTO. The task is: Predict which catalyst facilitates the given reaction. (1) Reactant: [N:1]1([C:7]([O:9][C:10]([CH3:13])([CH3:12])[CH3:11])=[O:8])[CH2:6][CH2:5][NH:4][CH2:3][CH2:2]1.Br[C:15]1[CH:20]=[CH:19][C:18]([Br:21])=[CH:17][N:16]=1.C(=O)([O-])[O-].[K+].[K+]. Product: [Br:21][C:18]1[CH:19]=[CH:20][C:15]([N:4]2[CH2:5][CH2:6][N:1]([C:7]([O:9][C:10]([CH3:13])([CH3:12])[CH3:11])=[O:8])[CH2:2][CH2:3]2)=[N:16][CH:17]=1. The catalyst class is: 148. (2) Reactant: [NH2:1][C:2]1[CH:16]=[CH:15][CH:14]=[CH:13][C:3]=1[C:4]([NH:6][CH2:7][CH2:8][CH2:9][C:10]([OH:12])=[O:11])=[O:5].C[Si](Cl)(C)C.C(N(CC)CC)C.[OH:29][C:30]1[CH:38]=[CH:37][C:36]([N+:39]([O-:41])=[O:40])=[CH:35][C:31]=1[C:32](Cl)=[O:33].[OH-].[Na+].Cl. Product: [OH:29][C:30]1[CH:38]=[CH:37][C:36]([N+:39]([O-:41])=[O:40])=[CH:35][C:31]=1[C:32]([NH:1][C:2]1[CH:16]=[CH:15][CH:14]=[CH:13][C:3]=1[C:4]([NH:6][CH2:7][CH2:8][CH2:9][C:10]([OH:12])=[O:11])=[O:5])=[O:33]. The catalyst class is: 2. (3) Reactant: [H-].[Al+3].[Li+].[H-].[H-].[H-].[CH:7]1([CH2:10][C:11](=[O:15])[CH2:12][CH:13]=[CH2:14])[CH2:9][CH2:8]1. Product: [CH:7]1([CH2:10][CH:11]([OH:15])[CH2:12][CH:13]=[CH2:14])[CH2:9][CH2:8]1. The catalyst class is: 7. (4) Reactant: COC1C=CC(C[N:8]2[CH:29]=[C:11]3[C:12]4[N:20]=[C:19]([NH:21][C:22]5[N:27]=[C:26]([CH3:28])[CH:25]=[CH:24][N:23]=5)[S:18][C:13]=4[CH2:14][CH2:15][CH2:16][CH2:17][C:10]3=[N:9]2)=CC=1. Product: [CH3:28][C:26]1[CH:25]=[CH:24][N:23]=[C:22]([NH:21][C:19]2[S:18][C:13]3[CH2:14][CH2:15][CH2:16][CH2:17][C:10]4[NH:9][N:8]=[CH:29][C:11]=4[C:12]=3[N:20]=2)[N:27]=1. The catalyst class is: 137. (5) Product: [CH2:14]([O:13][C:11](=[O:12])[NH:6][CH2:5][C:4]1[CH:7]=[CH:8][CH:9]=[C:2]([NH2:1])[CH:3]=1)[C:15]1[CH:20]=[CH:19][CH:18]=[CH:17][CH:16]=1. The catalyst class is: 1. Reactant: [NH2:1][C:2]1[CH:3]=[C:4]([CH:7]=[CH:8][CH:9]=1)[CH2:5][NH2:6].Cl[C:11]([O:13][CH2:14][C:15]1[CH:20]=[CH:19][CH:18]=[CH:17][CH:16]=1)=[O:12]. (6) Reactant: [Cl:1][C:2]1[CH:3]=[C:4]([CH:8]=[C:9]([F:37])[C:10]=1[CH2:11][CH2:12][C:13]1[N:14]([C:30]2[CH:35]=[CH:34][C:33]([F:36])=[CH:32][CH:31]=2)[C:15]([C:18]([C:21]2[CH:26]=[CH:25][C:24]([Cl:27])=[C:23]([O:28][CH3:29])[CH:22]=2)([CH3:20])[CH3:19])=[CH:16][N:17]=1)C(O)=O.C1(P(N=[N+]=[N-])(C2C=CC=CC=2)=[O:45])C=CC=CC=1.CC[N:57]([CH:61](C)C)C(C)C.[C:64]([OH:68])([CH3:67])([CH3:66])[CH3:65]. Product: [Cl:1][C:2]1[CH:3]=[C:4]([NH:57][C:61](=[O:45])[O:68][C:64]([CH3:67])([CH3:66])[CH3:65])[CH:8]=[C:9]([F:37])[C:10]=1[CH2:11][CH2:12][C:13]1[N:14]([C:30]2[CH:35]=[CH:34][C:33]([F:36])=[CH:32][CH:31]=2)[C:15]([C:18]([C:21]2[CH:26]=[CH:25][C:24]([Cl:27])=[C:23]([O:28][CH3:29])[CH:22]=2)([CH3:19])[CH3:20])=[CH:16][N:17]=1. The catalyst class is: 260. (7) Reactant: N(C(OC(C)C)=O)=NC(OC(C)C)=O.[Br:15][C:16]1[CH:17]=[N:18][C:19]2[C:20]3[N:28]([CH2:29][CH2:30][CH2:31][OH:32])[C:27]([CH2:33][O:34][CH2:35][CH3:36])=[N:26][C:21]=3[CH:22]=[N:23][C:24]=2[CH:25]=1.C1(P(C2C=CC=CC=2)C2C=CC=CC=2)C=CC=CC=1.O[N:57]1[C:61](=[O:62])[C:60]2=[CH:63][CH:64]=[CH:65][CH:66]=[C:59]2[C:58]1=[O:67]. Product: [Br:15][C:16]1[CH:17]=[N:18][C:19]2[C:20]3[N:28]([CH2:29][CH2:30][CH2:31][O:32][N:57]4[C:61](=[O:62])[C:60]5[C:59](=[CH:66][CH:65]=[CH:64][CH:63]=5)[C:58]4=[O:67])[C:27]([CH2:33][O:34][CH2:35][CH3:36])=[N:26][C:21]=3[CH:22]=[N:23][C:24]=2[CH:25]=1. The catalyst class is: 39. (8) Reactant: [CH2:1]([C:8]1[C:9]([NH:23]C(=O)C)=[N:10][C:11]2[CH:12]=[CH:13][C:14]3[CH:21]=[C:20]([OH:22])[CH:19]=[CH:18][C:15]=3[C:16]=2[N:17]=1)[C:2]1[CH:7]=[CH:6][CH:5]=[CH:4][CH:3]=1. Product: [NH2:23][C:9]1[C:8]([CH2:1][C:2]2[CH:7]=[CH:6][CH:5]=[CH:4][CH:3]=2)=[N:17][C:16]2[C:15]3[CH:18]=[CH:19][C:20]([OH:22])=[CH:21][C:14]=3[CH:13]=[CH:12][C:11]=2[N:10]=1. The catalyst class is: 5. (9) Reactant: C[Si](C)(C)N[Si](C)(C)C.[Li].ClC1C=CC=CN=1.[Cl:18][C:19]1[C:24]([CH:25]=[C:26]2[N:31]([CH3:32])[C:30](=[O:33])[CH:29]([CH3:34])[N:28]([CH3:35])[C:27]2=[O:36])=[CH:23][CH:22]=[CH:21][N:20]=1.[CH2:37]([O:44][C:45]1[CH:50]=[CH:49][CH:48]=[C:47]([CH2:51]Cl)[CH:46]=1)[C:38]1[CH:43]=[CH:42][CH:41]=[CH:40][CH:39]=1.C(O)(=O)CC(CC(O)=O)(C(O)=O)O. Product: [CH2:37]([O:44][C:45]1[CH:46]=[C:47]([CH:48]=[CH:49][CH:50]=1)[CH2:51][C:29]1([CH3:34])[N:28]([CH3:35])[C:27](=[O:36])[C:26](=[CH:25][C:24]2[C:19]([Cl:18])=[N:20][CH:21]=[CH:22][CH:23]=2)[N:31]([CH3:32])[C:30]1=[O:33])[C:38]1[CH:39]=[CH:40][CH:41]=[CH:42][CH:43]=1. The catalyst class is: 7. (10) Reactant: [OH:1][C:2]1[CH:7]=[C:6]([C:8]([F:11])([F:10])[F:9])[CH:5]=[CH:4][C:3]=1[C:12]1[C:21]2[C:16](=[CH:17][C:18]([S:22]([N:25]([CH2:31][C:32]3[CH:37]=[CH:36][C:35]([O:38][CH3:39])=[CH:34][CH:33]=3)[C:26]3[S:27][CH:28]=[CH:29][N:30]=3)(=[O:24])=[O:23])=[CH:19][CH:20]=2)[CH:15]=[CH:14][N:13]=1.C([O-])([O-])=O.[Cs+].[Cs+].Br[CH2:47][C:48]#[N:49]. Product: [C:48]([CH2:47][O:1][C:2]1[CH:7]=[C:6]([C:8]([F:11])([F:9])[F:10])[CH:5]=[CH:4][C:3]=1[C:12]1[C:21]2[C:16](=[CH:17][C:18]([S:22]([N:25]([CH2:31][C:32]3[CH:33]=[CH:34][C:35]([O:38][CH3:39])=[CH:36][CH:37]=3)[C:26]3[S:27][CH:28]=[CH:29][N:30]=3)(=[O:24])=[O:23])=[CH:19][CH:20]=2)[CH:15]=[CH:14][N:13]=1)#[N:49]. The catalyst class is: 3.